This data is from HIV replication inhibition screening data with 41,000+ compounds from the AIDS Antiviral Screen. The task is: Binary Classification. Given a drug SMILES string, predict its activity (active/inactive) in a high-throughput screening assay against a specified biological target. (1) The result is 0 (inactive). The molecule is Cc1ccc(-c2cc(-c3ccccc3)[s+]c3ccc(C)cc23)cc1.O=P(O)(O)O. (2) The drug is COc1cccc(-n2cccc2)c1. The result is 0 (inactive). (3) The drug is COc1ccc(C=C(C(C)=O)C(C)=O)cc1. The result is 0 (inactive). (4) The molecule is CC(=O)OC1C2OC2C2OC2(COC(=O)c2ccccc2)C1OC(C)=O. The result is 0 (inactive). (5) The compound is Cc1nc(O)c2sc(=NN)n(-c3ccccc3)c2n1. The result is 0 (inactive). (6) The compound is C[N+](C)(C)CC(=O)NN=Cc1oc(-c2c(O)ccc3ccccc23)c(-c2c(O)ccc3ccccc23)c1[N+](=O)[O-].[Cl-]. The result is 0 (inactive). (7) The drug is O=C(c1ccc(Cl)cc1)c1c(O)c2ccccc2oc1=O. The result is 0 (inactive). (8) The molecule is CC1C(c2ccccc2)OCN1CC=C(c1ccsc1)c1ccsc1. The result is 0 (inactive). (9) The compound is CN(C)N=C(CC(O)(C(F)(F)F)C(F)(F)F)c1ccc([N+](=O)[O-])cc1. The result is 0 (inactive). (10) The molecule is Cc1ccc(NC(=O)CSc2nnc(-c3ccc(N=Cc4ccc(Cl)cc4)cc3)o2)cc1. The result is 0 (inactive).